This data is from Catalyst prediction with 721,799 reactions and 888 catalyst types from USPTO. The task is: Predict which catalyst facilitates the given reaction. Reactant: Cl[C:2]1[C:11]2[C:6](=[CH:7][CH:8]=[CH:9][CH:10]=2)[C:5]([Cl:12])=[N:4][N:3]=1.[F:13][C:14]1[CH:19]=[CH:18][C:17]([CH2:20][N:21]([CH3:27])[CH:22]2[CH2:26][CH2:25][NH:24][CH2:23]2)=[C:16]([C:28]([F:31])([F:30])[F:29])[CH:15]=1.C(=O)([O-])[O-].[K+].[K+].O. Product: [Cl:12][C:5]1[C:6]2[C:11](=[CH:10][CH:9]=[CH:8][CH:7]=2)[C:2]([N:24]2[CH2:25][CH2:26][CH:22]([N:21]([CH2:20][C:17]3[CH:18]=[CH:19][C:14]([F:13])=[CH:15][C:16]=3[C:28]([F:29])([F:30])[F:31])[CH3:27])[CH2:23]2)=[N:3][N:4]=1. The catalyst class is: 37.